Task: Predict the reaction yield, written as a fraction of the theoretical maximum amount of product (1.0 means a 100% yield; for example, 0.34 means a 34% yield).. Dataset: Reaction yield outcomes from USPTO patents with 853,638 reactions (1) The reactants are Cl.[NH2:2][C@@H:3]([CH2:7][C:8]1[CH:13]=[CH:12][C:11]([Br:14])=[CH:10][CH:9]=1)[CH2:4][CH2:5][OH:6].C(N(CC)C(C)C)(C)C.[C:24]([C:26]1[CH:27]=[C:28]([CH:32]=[CH:33][C:34]=1[O:35][CH:36]([CH3:38])[CH3:37])[C:29](O)=[O:30])#[N:25].CN(C(ON1N=NC2C=CC=CC1=2)=[N+](C)C)C.F[P-](F)(F)(F)(F)F. The catalyst is CN(C=O)C. The product is [Br:14][C:11]1[CH:10]=[CH:9][C:8]([CH2:7][C@H:3]([NH:2][C:29](=[O:30])[C:28]2[CH:32]=[CH:33][C:34]([O:35][CH:36]([CH3:38])[CH3:37])=[C:26]([C:24]#[N:25])[CH:27]=2)[CH2:4][CH2:5][OH:6])=[CH:13][CH:12]=1. The yield is 0.780. (2) The product is [OH:8][C:9]1[CH:10]=[C:11]([C:15]2[CH:24]=[CH:23][CH:22]=[C:21]3[C:16]=2[CH:17]=[CH:18][N:19]=[C:20]3[NH:25][C:26]2[CH:31]=[CH:30][C:29]([C:32]([F:35])([F:33])[F:34])=[CH:28][CH:27]=2)[CH:12]=[CH:13][CH:14]=1. The catalyst is CO.[Pd]. The reactants are C([O:8][C:9]1[CH:10]=[C:11]([C:15]2[CH:24]=[CH:23][CH:22]=[C:21]3[C:16]=2[CH:17]=[CH:18][N:19]=[C:20]3[NH:25][C:26]2[CH:31]=[CH:30][C:29]([C:32]([F:35])([F:34])[F:33])=[CH:28][CH:27]=2)[CH:12]=[CH:13][CH:14]=1)C1C=CC=CC=1. The yield is 0.460. (3) The reactants are [Cl:1][C:2]1[N:7]=[C:6]([Cl:8])[C:5]([F:9])=[C:4]([NH:10][NH2:11])[N:3]=1.[CH:12]1([CH2:17][C@H:18]([CH2:22][N:23]([CH:32]=[O:33])[O:24][CH2:25][C:26]2[CH:31]=[CH:30][CH:29]=[CH:28][CH:27]=2)[C:19](O)=[O:20])[CH2:16][CH2:15][CH2:14][CH2:13]1.C1C=NC2N(O)N=NC=2C=1.CN1CCOCC1.C(Cl)CCl. The catalyst is CN(C=O)C. The product is [CH:12]1([CH2:17][C@@H:18]([C:19]([NH:11][NH:10][C:4]2[C:5]([F:9])=[C:6]([Cl:8])[N:7]=[C:2]([Cl:1])[N:3]=2)=[O:20])[CH2:22][N:23]([O:24][CH2:25][C:26]2[CH:31]=[CH:30][CH:29]=[CH:28][CH:27]=2)[CH:32]=[O:33])[CH2:16][CH2:15][CH2:14][CH2:13]1. The yield is 0.500. (4) The reactants are [Cl-].O[NH3+:3].[C:4](=[O:7])([O-])[OH:5].[Na+].CS(C)=O.[O:13]1[C:17]2[CH:18]=[CH:19][C:20]([O:22][C:23]3[C:28](=[O:29])[N:27]([CH2:30][C:31]4[CH:36]=[CH:35][C:34]([C:37]5[C:38]([C:43]#[N:44])=[CH:39][CH:40]=[CH:41][CH:42]=5)=[CH:33][CH:32]=4)[C:26]([CH2:45][CH2:46][CH3:47])=[N:25][C:24]=3[CH2:48][CH3:49])=[CH:21][C:16]=2[O:15][CH2:14]1. The catalyst is C(OCC)(=O)C. The product is [O:13]1[C:17]2[CH:18]=[CH:19][C:20]([O:22][C:23]3[C:28](=[O:29])[N:27]([CH2:30][C:31]4[CH:36]=[CH:35][C:34]([C:37]5[CH:42]=[CH:41][CH:40]=[CH:39][C:38]=5[C:43]5[NH:3][C:4](=[O:7])[O:5][N:44]=5)=[CH:33][CH:32]=4)[C:26]([CH2:45][CH2:46][CH3:47])=[N:25][C:24]=3[CH2:48][CH3:49])=[CH:21][C:16]=2[O:15][CH2:14]1. The yield is 0.530. (5) The product is [Cl:1][C:2]1[CH:7]=[C:6]([C:8]([O:17][Si:18]([CH2:19][CH3:20])([CH2:21][CH3:22])[CH2:23][CH3:24])([C:13]([F:14])([F:15])[F:16])[C:9]([F:12])([F:11])[F:10])[CH:5]=[CH:4][C:3]=1[NH:25][CH2:26][CH3:27]. The yield is 0.610. The reactants are [Cl:1][C:2]1[CH:7]=[C:6]([C:8]([O:17][Si:18]([CH2:23][CH3:24])([CH2:21][CH3:22])[CH2:19][CH3:20])([C:13]([F:16])([F:15])[F:14])[C:9]([F:12])([F:11])[F:10])[CH:5]=[CH:4][C:3]=1[NH:25][C:26](=O)[CH3:27].B.C1COCC1. The catalyst is C1COCC1. (6) The reactants are CS(C)=O.C(Cl)(=O)C(Cl)=O.C(=O)=O.CC(C)=O.[OH:18][CH2:19][C@@H:20]1[CH2:24][C:23]([CH3:25])=[CH:22][N:21]1[C:26]([C:28]1[CH:33]=[C:32]([O:34][CH3:35])[C:31]([O:36][Si:37]([CH:44]([CH3:46])[CH3:45])([CH:41]([CH3:43])[CH3:42])[CH:38]([CH3:40])[CH3:39])=[CH:30][C:29]=1[NH:47][C:48]([O:50][CH2:51][C:52]1[CH:57]=[CH:56][C:55]([NH:58][NH:59][CH:60]([CH3:76])[C:61]([NH:63][CH:64]([CH:73]([CH3:75])[CH3:74])[C:65](=[O:72])[C:66]([O:68][CH2:69][CH:70]=[CH2:71])=[O:67])=[O:62])=[CH:54][CH:53]=1)=[O:49])=[O:27].C(N(CC)CC)C. The catalyst is ClCCl. The product is [OH:18][C@@H:19]1[N:47]([C:48]([O:50][CH2:51][C:52]2[CH:53]=[CH:54][C:55]([NH:58][NH:59][CH:60]([CH3:76])[C:61]([NH:63][CH:64]([CH:73]([CH3:75])[CH3:74])[C:65](=[O:72])[C:66]([O:68][CH2:69][CH:70]=[CH2:71])=[O:67])=[O:62])=[CH:56][CH:57]=2)=[O:49])[C:29]2[CH:30]=[C:31]([O:36][Si:37]([CH:41]([CH3:42])[CH3:43])([CH:44]([CH3:45])[CH3:46])[CH:38]([CH3:40])[CH3:39])[C:32]([O:34][CH3:35])=[CH:33][C:28]=2[C:26](=[O:27])[N:21]2[CH:22]=[C:23]([CH3:25])[CH2:24][C@@H:20]12. The yield is 0.600. (7) The reactants are Cl[C:2]1[N:11]=[C:10]([C:12]([O:14][CH2:15][CH3:16])=[O:13])[C:9]2[C:4](=[CH:5][CH:6]=[C:7]([O:17][CH3:18])[CH:8]=2)[N:3]=1.[Br:19][C:20]1[CH:21]=[C:22](B(O)O)[CH:23]=[CH:24][CH:25]=1. No catalyst specified. The product is [Br:19][C:20]1[CH:25]=[C:24]([C:2]2[N:11]=[C:10]([C:12]([O:14][CH2:15][CH3:16])=[O:13])[C:9]3[C:4](=[CH:5][CH:6]=[C:7]([O:17][CH3:18])[CH:8]=3)[N:3]=2)[CH:23]=[CH:22][CH:21]=1. The yield is 0.420. (8) The reactants are [OH:1][CH:2]1[CH2:7][CH2:6][CH2:5][CH2:4][CH:3]1[NH:8][C:9](=[O:18])[O:10][CH2:11][C:12]1[CH:17]=[CH:16][CH:15]=[CH:14][CH:13]=1.CC(C)=O.OS(O)(=O)=O.O=[Cr](=O)=O. The catalyst is OS(O)(=O)=O.O.CC(C)=O. The product is [O:1]=[C:2]1[CH2:7][CH2:6][CH2:5][CH2:4][CH:3]1[NH:8][C:9](=[O:18])[O:10][CH2:11][C:12]1[CH:13]=[CH:14][CH:15]=[CH:16][CH:17]=1. The yield is 0.790.